From a dataset of Forward reaction prediction with 1.9M reactions from USPTO patents (1976-2016). Predict the product of the given reaction. (1) Given the reactants Cl[C:2]1[N:7]=[CH:6][N:5]=[C:4]([NH:8][C@H:9]2[CH2:13][C@H:12]([OH:14])[C@@H:11]([CH2:15][OH:16])[CH2:10]2)[CH:3]=1.[NH2:17][C@@H:18]1[C:26]2[C:21](=[CH:22][CH:23]=[CH:24][CH:25]=2)[CH2:20][CH2:19]1, predict the reaction product. The product is: [C@@H:18]1([NH:17][C:2]2[N:7]=[CH:6][N:5]=[C:4]([NH:8][C@H:9]3[CH2:13][C@H:12]([OH:14])[C@@H:11]([CH2:15][OH:16])[CH2:10]3)[CH:3]=2)[C:26]2[C:21](=[CH:22][CH:23]=[CH:24][CH:25]=2)[CH2:20][CH2:19]1. (2) Given the reactants Br[C:2]1[C:7]([CH3:8])=[CH:6][C:5]([O:9][CH2:10][CH2:11][CH2:12][S:13]([CH3:16])(=[O:15])=[O:14])=[CH:4][C:3]=1[CH3:17].[CH:18]([C:20]1[CH:21]=[C:22](B(O)O)[CH:23]=[CH:24][CH:25]=1)=[O:19].[Cl-].[Li+].F[B-](F)(F)F.C([PH+](C(C)(C)C)C(C)(C)C)(C)(C)C, predict the reaction product. The product is: [CH3:17][C:3]1[CH:4]=[C:5]([O:9][CH2:10][CH2:11][CH2:12][S:13]([CH3:16])(=[O:15])=[O:14])[CH:6]=[C:7]([CH3:8])[C:2]=1[C:24]1[CH:23]=[CH:22][CH:21]=[C:20]([CH:18]=[O:19])[CH:25]=1. (3) Given the reactants [NH2:1][CH2:2][C:3]1[C:4]([NH:19][C@H:20]([C:22]2[CH:27]=[CH:26][C:25]([F:28])=[CH:24][CH:23]=2)[CH3:21])=[N:5][C:6]([NH:10][C:11]2[CH:15]=[C:14]([CH:16]3[CH2:18][CH2:17]3)[NH:13][N:12]=2)=[C:7]([F:9])[CH:8]=1.CN(C(ON1N=NC2C=CC=CC1=2)=[N+](C)C)C.F[P-](F)(F)(F)(F)F.[O:53]=[C:54]1[NH:58][C@H:57]([C:59](O)=[O:60])[CH2:56][CH2:55]1.CCN(C(C)C)C(C)C, predict the reaction product. The product is: [CH:16]1([C:14]2[NH:13][N:12]=[C:11]([NH:10][C:6]3[N:5]=[C:4]([NH:19][C@H:20]([C:22]4[CH:23]=[CH:24][C:25]([F:28])=[CH:26][CH:27]=4)[CH3:21])[C:3]([CH2:2][NH:1][C:59]([C@@H:57]4[CH2:56][CH2:55][C:54](=[O:53])[NH:58]4)=[O:60])=[CH:8][C:7]=3[F:9])[CH:15]=2)[CH2:18][CH2:17]1. (4) Given the reactants CN(C(ON1N=NC2C=CC=NC1=2)=[N+](C)C)C.F[P-](F)(F)(F)(F)F.[CH3:25][C:26]1[N:27]([CH:32]2[CH2:36][C@@:35]([CH:40]([CH3:42])[CH3:41])([C:37]([OH:39])=O)[CH:34]=[CH:33]2)[C:28]([CH3:31])=[CH:29][CH:30]=1.[C:43]([O:47][C:48]1[CH:55]=[CH:54][C:53]([C:56]([F:59])([F:58])[F:57])=[CH:52][C:49]=1[CH2:50][NH2:51])([CH3:46])([CH3:45])[CH3:44].C(N(C(C)C)C(C)C)C, predict the reaction product. The product is: [C:43]([O:47][C:48]1[CH:55]=[CH:54][C:53]([C:56]([F:57])([F:58])[F:59])=[CH:52][C:49]=1[CH2:50][NH:51][C:37]([C@:35]1([CH:40]([CH3:42])[CH3:41])[CH2:36][CH:32]([N:27]2[C:28]([CH3:31])=[CH:29][CH:30]=[C:26]2[CH3:25])[CH:33]=[CH:34]1)=[O:39])([CH3:46])([CH3:44])[CH3:45].